From a dataset of Catalyst prediction with 721,799 reactions and 888 catalyst types from USPTO. Predict which catalyst facilitates the given reaction. (1) Reactant: [H-].[Na+].[CH3:3]I.[OH:5][C:6]([CH:9]1[CH2:14][CH2:13][N:12]([C:15]([O:17][CH2:18][C:19]2[CH:24]=[CH:23][CH:22]=[CH:21][CH:20]=2)=[O:16])[CH2:11][CH2:10]1)([CH3:8])[CH3:7]. Product: [CH3:3][O:5][C:6]([CH:9]1[CH2:14][CH2:13][N:12]([C:15]([O:17][CH2:18][C:19]2[CH:24]=[CH:23][CH:22]=[CH:21][CH:20]=2)=[O:16])[CH2:11][CH2:10]1)([CH3:8])[CH3:7]. The catalyst class is: 1. (2) Reactant: [O:1]=[C:2]1[CH2:7][CH2:6][CH2:5][CH2:4][CH:3]1[C:8]([O:10]CC)=[O:9].[OH-].[Na+].Cl. Product: [O:1]=[C:2]1[CH2:7][CH2:6][CH2:5][CH2:4][CH:3]1[C:8]([OH:10])=[O:9]. The catalyst class is: 6.